From a dataset of Full USPTO retrosynthesis dataset with 1.9M reactions from patents (1976-2016). Predict the reactants needed to synthesize the given product. (1) Given the product [Cl:1][C:2]1[CH:3]=[N:4][C:5]([C:8]2[CH:33]=[CH:32][C:11]([CH2:12][N:13]3[C:14]4[CH:19]=[C:18]([O:20][CH2:21][C:22]5[CH:27]=[CH:26][C:25]([CH3:28])=[CH:24][N:23]=5)[CH:17]=[CH:16][C:15]=4[N:29]=[C:36]3[C@H:37]3[CH2:38][CH2:39][CH2:40][CH2:41][C@H:42]3[C:34]([OH:44])=[O:35])=[CH:10][CH:9]=2)=[N:6][CH:7]=1, predict the reactants needed to synthesize it. The reactants are: [Cl:1][C:2]1[CH:3]=[N:4][C:5]([C:8]2[CH:33]=[CH:32][C:11]([CH2:12][NH:13][C:14]3[CH:19]=[C:18]([O:20][CH2:21][C:22]4[CH:27]=[CH:26][C:25]([CH3:28])=[CH:24][N:23]=4)[CH:17]=[CH:16][C:15]=3[N+:29]([O-])=O)=[CH:10][CH:9]=2)=[N:6][CH:7]=1.[C:34]1(=[O:44])[C@@H:42]2[C@@H:37]([CH2:38][CH2:39][CH2:40][CH2:41]2)[C:36](=O)[O:35]1.S(S([O-])=O)([O-])=O.[Na+].[Na+].Cl.C([O-])(O)=O.[Na+]. (2) Given the product [Cl:1][C:2]1[CH:7]=[CH:6][CH:5]=[CH:4][C:3]=1[C:8]1[O:9][C:10]2[C:15]([C:16](=[O:18])[CH:17]=1)=[C:14]([OH:19])[CH:13]=[C:12]([OH:21])[C:11]=2[C@@H:23]1[CH2:27][CH2:26][N:25]([C:28]2[CH:29]=[CH:30][C:31]([OH:34])=[CH:32][CH:33]=2)[C@H:24]1[CH2:36][OH:37], predict the reactants needed to synthesize it. The reactants are: [Cl:1][C:2]1[CH:7]=[CH:6][CH:5]=[CH:4][C:3]=1[C:8]1[O:9][C:10]2[C:15]([C:16](=[O:18])[CH:17]=1)=[C:14]([O:19]C)[CH:13]=[C:12]([O:21]C)[C:11]=2[C@@H:23]1[CH2:27][CH2:26][N:25]([C:28]2[CH:33]=[CH:32][C:31]([O:34]C)=[CH:30][CH:29]=2)[C@H:24]1[CH2:36][OH:37].Cl.N1C=CC=CC=1. (3) Given the product [F:17][C:8]1[CH:9]=[C:10]([C:13]([F:16])([F:15])[F:14])[CH:11]=[CH:12][C:7]=1[C:23]([CH:21]1[CH2:22][CH:20]1[C:18]#[N:19])=[O:24], predict the reactants needed to synthesize it. The reactants are: C([Li])CCC.Br[C:7]1[CH:12]=[CH:11][C:10]([C:13]([F:16])([F:15])[F:14])=[CH:9][C:8]=1[F:17].[C:18]([CH:20]1[CH2:22][CH:21]1[C:23](N(OC)C)=[O:24])#[N:19].